From a dataset of Reaction yield outcomes from USPTO patents with 853,638 reactions. Predict the reaction yield, written as a fraction of the theoretical maximum amount of product (1.0 means a 100% yield; for example, 0.34 means a 34% yield). (1) The reactants are [O-2:1].[Al+3].[O-2:3].[O-2].[Al+3].O.[CH3:7][S:8][C:9]1[CH:14]=[CH:13][CH:12]=[CH:11][C:10]=1[O:15][CH:16]1[CH2:21][CH2:20][N:19]([C:22]([O:24][C:25]([CH3:28])([CH3:27])[CH3:26])=[O:23])[CH2:18][CH2:17]1.OOS([O-])=O.[K+]. The catalyst is C(Cl)(Cl)Cl. The product is [CH3:7][S:8]([C:9]1[CH:14]=[CH:13][CH:12]=[CH:11][C:10]=1[O:15][CH:16]1[CH2:21][CH2:20][N:19]([C:22]([O:24][C:25]([CH3:28])([CH3:27])[CH3:26])=[O:23])[CH2:18][CH2:17]1)(=[O:3])=[O:1]. The yield is 0.800. (2) The reactants are [Br:1][C:2]1[CH:7]=[CH:6][C:5]([C:8](=[C:17]2[CH2:23][CH2:22][CH2:21][CH2:20][CH2:19][CH2:18]2)[C:9]2[CH:14]=[CH:13][CH:12]=[C:11]([O:15]C)[CH:10]=2)=[CH:4][CH:3]=1.B(Br)(Br)Br.O. The catalyst is C(Cl)Cl. The product is [Br:1][C:2]1[CH:7]=[CH:6][C:5]([C:8](=[C:17]2[CH2:18][CH2:19][CH2:20][CH2:21][CH2:22][CH2:23]2)[C:9]2[CH:10]=[C:11]([OH:15])[CH:12]=[CH:13][CH:14]=2)=[CH:4][CH:3]=1. The yield is 0.820. (3) The reactants are [F:1][C:2]1([F:55])[CH2:6][N:5](C(OC(C)(C)C)=O)[C@H:4]([C:14]2[NH:15][C:16]([C:19]3[CH:20]=[N:21][C:22]([C:25]4[CH:30]=[CH:29][C:28]([C:31]5[N:32]=[C:33]([C@@H:36]6[CH2:48][N:46]7[C:47]8[CH:39]([C@@H:40]([NH:49][C:50]([O:52][CH3:53])=[O:51])[CH2:41][CH2:42][C:43]=8[CH:44]=[CH:45]7)[C:38](=[O:54])[CH2:37]6)[NH:34][CH:35]=5)=[CH:27][CH:26]=4)=[N:23][CH:24]=3)=[CH:17][N:18]=2)[CH2:3]1.[ClH:56].O1CCOCC1. The catalyst is CCO. The product is [ClH:56].[F:55][C:2]1([F:1])[CH2:6][NH:5][C@H:4]([C:14]2[NH:15][C:16]([C:19]3[CH:24]=[N:23][C:22]([C:25]4[CH:26]=[CH:27][C:28]([C:31]5[N:32]=[C:33]([C@@H:36]6[CH2:48][N:46]7[C:47]8[CH:39]([C@@H:40]([NH:49][C:50](=[O:51])[O:52][CH3:53])[CH2:41][CH2:42][C:43]=8[CH:44]=[CH:45]7)[C:38](=[O:54])[CH2:37]6)[NH:34][CH:35]=5)=[CH:29][CH:30]=4)=[N:21][CH:20]=3)=[CH:17][N:18]=2)[CH2:3]1. The yield is 0.880. (4) The reactants are C[O:2][C:3](=[O:32])[C:4]1[CH:9]=[CH:8][C:7]([CH2:10][N:11]2[CH:15]=[C:14]([C:16]3[CH:21]=[CH:20][C:19]([Cl:22])=[CH:18][C:17]=3[Cl:23])[N:13]=[C:12]2[CH2:24][C:25]2[CH:30]=[CH:29][C:28]([NH2:31])=[CH:27][CH:26]=2)=[CH:6][CH:5]=1.[C:33]([C:36]1[CH:37]=[C:38]([S:42](Cl)(=[O:44])=[O:43])[CH:39]=[CH:40][CH:41]=1)(=[O:35])[CH3:34]. No catalyst specified. The product is [C:33]([C:36]1[CH:37]=[C:38]([S:42]([NH:31][C:28]2[CH:29]=[CH:30][C:25]([CH2:24][C:12]3[N:11]([CH2:10][C:7]4[CH:6]=[CH:5][C:4]([C:3]([OH:2])=[O:32])=[CH:9][CH:8]=4)[CH:15]=[C:14]([C:16]4[CH:21]=[CH:20][C:19]([Cl:22])=[CH:18][C:17]=4[Cl:23])[N:13]=3)=[CH:26][CH:27]=2)(=[O:44])=[O:43])[CH:39]=[CH:40][CH:41]=1)(=[O:35])[CH3:34]. The yield is 0.800. (5) The reactants are [CH2:1]([O:8][C:9]([NH:11][C@@H:12]([CH2:37][OH:38])[C:13]([N:15]1[CH2:19][CH2:18][CH2:17][C@H:16]1[C:20]([N:22]1[CH2:26][CH2:25][CH2:24][C@H:23]1[C:27]([NH:29][C@@H:30]([CH2:35][OH:36])[C:31]([O:33]C)=O)=[O:28])=[O:21])=[O:14])=[O:10])[C:2]1[CH:7]=[CH:6][CH:5]=[CH:4][CH:3]=1.CO.[NH3:41]. The product is [CH2:1]([O:8][C:9](=[O:10])[NH:11][C@@H:12]([CH2:37][OH:38])[C:13]([N:15]1[CH2:19][CH2:18][CH2:17][C@H:16]1[C:20]([N:22]1[CH2:26][CH2:25][CH2:24][C@H:23]1[C:27](=[O:28])[NH:29][C@@H:30]([CH2:35][OH:36])[C:31]([NH2:41])=[O:33])=[O:21])=[O:14])[C:2]1[CH:3]=[CH:4][CH:5]=[CH:6][CH:7]=1. The catalyst is CO. The yield is 0.550. (6) The reactants are [N+:1]([C:4]1[CH:9]=[C:8]([NH:10][CH2:11][CH2:12][CH2:13][CH3:14])[C:7]([N+:15]([O-])=O)=[CH:6][C:5]=1[NH:18][CH2:19][CH2:20][CH3:21])([O-])=O. The catalyst is C(OCC)(=O)C.[Pd]. The product is [NH2:1][C:4]1[CH:9]=[C:8]([NH:10][CH2:11][CH2:12][CH2:13][CH3:14])[C:7]([NH2:15])=[CH:6][C:5]=1[NH:18][CH2:19][CH2:20][CH3:21]. The yield is 0.900.